From a dataset of Experimentally validated miRNA-target interactions with 360,000+ pairs, plus equal number of negative samples. Binary Classification. Given a miRNA mature sequence and a target amino acid sequence, predict their likelihood of interaction. The miRNA is mmu-miR-744-5p with sequence UGCGGGGCUAGGGCUAACAGCA. The protein sequence of the target gene is MESTSQDRRATHVITIKPNETVLTAFPYRPHSSLLDFLKGEPRVLGATQILLALIIVGFGTIFALNYIGFSQRLPLVVLTGYPFWGALIFILTGYLTVTDKKSKLLGQGVTGMNVISSLVAITGITFTILSYRHQDKYCQMPSFEEICVFSRTLFIVLFFLPSDVTQNSEQPAPEENDQLQFVLQEEFSSDDSTTNAQSVIFGGYAFFKLTLSRSPLVSQPGNKGREFVPDEQKQSILPSPKFSEEEIEPLPPTLEKKPSENMSIQLDSTFKQMKDEDLQSAIVQPSQMQTKLLQDQAAS.... Result: 0 (no interaction).